This data is from NCI-60 drug combinations with 297,098 pairs across 59 cell lines. The task is: Regression. Given two drug SMILES strings and cell line genomic features, predict the synergy score measuring deviation from expected non-interaction effect. (1) Drug 1: CS(=O)(=O)C1=CC(=C(C=C1)C(=O)NC2=CC(=C(C=C2)Cl)C3=CC=CC=N3)Cl. Drug 2: CN1C2=C(C=C(C=C2)N(CCCl)CCCl)N=C1CCCC(=O)O.Cl. Cell line: 786-0. Synergy scores: CSS=24.4, Synergy_ZIP=2.18, Synergy_Bliss=8.64, Synergy_Loewe=9.88, Synergy_HSA=10.5. (2) Drug 1: CN1CCC(CC1)COC2=C(C=C3C(=C2)N=CN=C3NC4=C(C=C(C=C4)Br)F)OC. Drug 2: CC(C)NC(=O)C1=CC=C(C=C1)CNNC.Cl. Cell line: SK-OV-3. Synergy scores: CSS=12.0, Synergy_ZIP=-4.35, Synergy_Bliss=1.01, Synergy_Loewe=-20.7, Synergy_HSA=-0.571. (3) Cell line: NCI/ADR-RES. Drug 1: CC1=C(C(CCC1)(C)C)C=CC(=CC=CC(=CC(=O)O)C)C. Drug 2: CCCCCOC(=O)NC1=NC(=O)N(C=C1F)C2C(C(C(O2)C)O)O. Synergy scores: CSS=-3.82, Synergy_ZIP=3.25, Synergy_Bliss=2.05, Synergy_Loewe=-3.96, Synergy_HSA=-3.70. (4) Drug 1: CC1=CC=C(C=C1)C2=CC(=NN2C3=CC=C(C=C3)S(=O)(=O)N)C(F)(F)F. Drug 2: C1C(C(OC1N2C=NC3=C2NC=NCC3O)CO)O. Cell line: HS 578T. Synergy scores: CSS=-3.96, Synergy_ZIP=1.86, Synergy_Bliss=1.70, Synergy_Loewe=-4.79, Synergy_HSA=-3.97. (5) Drug 1: C1=NC2=C(N1)C(=S)N=C(N2)N. Drug 2: CC=C1C(=O)NC(C(=O)OC2CC(=O)NC(C(=O)NC(CSSCCC=C2)C(=O)N1)C(C)C)C(C)C. Cell line: EKVX. Synergy scores: CSS=64.6, Synergy_ZIP=10.8, Synergy_Bliss=11.8, Synergy_Loewe=14.4, Synergy_HSA=16.3. (6) Drug 1: C1CCC(C1)C(CC#N)N2C=C(C=N2)C3=C4C=CNC4=NC=N3. Drug 2: CCC1(C2=C(COC1=O)C(=O)N3CC4=CC5=C(C=CC(=C5CN(C)C)O)N=C4C3=C2)O.Cl. Cell line: SK-MEL-28. Synergy scores: CSS=-5.61, Synergy_ZIP=1.23, Synergy_Bliss=-1.54, Synergy_Loewe=-12.8, Synergy_HSA=-6.03. (7) Drug 1: CC1=CC2C(CCC3(C2CCC3(C(=O)C)OC(=O)C)C)C4(C1=CC(=O)CC4)C. Drug 2: CN(CCCl)CCCl.Cl. Cell line: MALME-3M. Synergy scores: CSS=4.71, Synergy_ZIP=-1.14, Synergy_Bliss=3.47, Synergy_Loewe=-15.3, Synergy_HSA=-0.867.